From a dataset of Forward reaction prediction with 1.9M reactions from USPTO patents (1976-2016). Predict the product of the given reaction. Given the reactants [CH3:1][C:2]1[CH:7]=[CH:6][C:5]([C:8]2[CH:13]=[C:12]([S:14]([CH3:17])(=[O:16])=[O:15])[CH:11]=[C:10]([C:18]([OH:20])=O)[CH:9]=2)=[CH:4][CH:3]=1.Cl.CN(C)CCCN=C=NCC.O.ON1C2C=CC=CC=2N=N1.[CH3:44][C:45]1[N:50]=[CH:49][C:48]([CH2:51][NH2:52])=[CH:47][N:46]=1.C(N(CC)C(C)C)(C)C, predict the reaction product. The product is: [CH3:1][C:2]1[CH:3]=[CH:4][C:5]([C:8]2[CH:13]=[C:12]([S:14]([CH3:17])(=[O:15])=[O:16])[CH:11]=[C:10]([C:18]([NH:52][CH2:51][C:48]3[CH:47]=[N:46][C:45]([CH3:44])=[N:50][CH:49]=3)=[O:20])[CH:9]=2)=[CH:6][CH:7]=1.